Dataset: Reaction yield outcomes from USPTO patents with 853,638 reactions. Task: Predict the reaction yield, written as a fraction of the theoretical maximum amount of product (1.0 means a 100% yield; for example, 0.34 means a 34% yield). (1) The reactants are [CH:1]1([CH2:7][N:8]2[CH2:13][CH2:12][NH:11][CH2:10][CH2:9]2)[CH2:6][CH2:5][CH2:4][CH2:3][CH2:2]1.[O:14]1[CH2:16][CH:15]1[CH2:17]OS(C1C=CC=C([N+]([O-])=O)C=1)(=O)=O. No catalyst specified. The product is [CH:1]1([CH2:7][N:8]2[CH2:9][CH2:10][N:11]([CH2:17][CH:15]3[CH2:16][O:14]3)[CH2:12][CH2:13]2)[CH2:2][CH2:3][CH2:4][CH2:5][CH2:6]1. The yield is 0.920. (2) The catalyst is CS(C)=O. The product is [NH:10]1[C:11]2[C:7](=[CH:6][CH:5]=[C:4]([O:3][C:18]3[CH:17]=[CH:16][N:15]=[C:14]([NH2:13])[CH:19]=3)[CH:12]=2)[CH:8]=[CH:9]1. The yield is 0.106. The reactants are [H-].[Na+].[OH:3][C:4]1[CH:12]=[C:11]2[C:7]([CH:8]=[CH:9][NH:10]2)=[CH:6][CH:5]=1.[NH2:13][C:14]1[CH:19]=[C:18](Cl)[CH:17]=[CH:16][N:15]=1. (3) The reactants are [CH3:1][O:2][N:3]=[C:4]1[CH2:8][N:7]([C:9]([C:11]2[CH:16]=[CH:15][C:14]([C:17]3[CH:22]=[CH:21][CH:20]=[CH:19][C:18]=3[CH3:23])=[CH:13][CH:12]=2)=[O:10])[C@H:6]([C:24]([OH:26])=[O:25])[CH2:5]1.[CH:27]1(O)[CH2:31][CH2:30][CH2:29][CH2:28]1. No catalyst specified. The product is [CH3:1][O:2][N:3]=[C:4]1[CH2:8][N:7]([C:9]([C:11]2[CH:12]=[CH:13][C:14]([C:17]3[CH:22]=[CH:21][CH:20]=[CH:19][C:18]=3[CH3:23])=[CH:15][CH:16]=2)=[O:10])[C@H:6]([C:24]([O:26][CH:27]2[CH2:31][CH2:30][CH2:29][CH2:28]2)=[O:25])[CH2:5]1. The yield is 0.570.